Predict the reactants needed to synthesize the given product. From a dataset of Full USPTO retrosynthesis dataset with 1.9M reactions from patents (1976-2016). (1) Given the product [O:1]=[C:2]1[NH:6][C:5](=[O:7])/[C:4](=[CH:8]\[C:9]2[CH:10]=[CH:11][C:12]([O:13][CH2:14][CH2:15][O:16][C:17]3[CH:26]=[CH:25][C:20]([C:21]([OH:23])=[O:22])=[CH:19][CH:18]=3)=[CH:27][CH:28]=2)/[S:3]1, predict the reactants needed to synthesize it. The reactants are: [O:1]=[C:2]1[NH:6][C:5](=[O:7])/[C:4](=[CH:8]\[C:9]2[CH:28]=[CH:27][C:12]([O:13][CH2:14][CH2:15][O:16][C:17]3[CH:26]=[CH:25][C:20]([C:21]([O:23]C)=[O:22])=[CH:19][CH:18]=3)=[CH:11][CH:10]=2)/[S:3]1.CO.O.[OH-].[Li+].Cl. (2) Given the product [CH2:18]([O:25][C:26]1[C:27]([CH:52]=[O:53])=[C:28]([CH:36]=[CH:37][C:38]=1[O:39][CH3:40])[C:29]([N:31]([CH2:32][CH3:33])[CH2:34][CH3:35])=[O:30])[C:19]1[CH:20]=[CH:21][CH:22]=[CH:23][CH:24]=1, predict the reactants needed to synthesize it. The reactants are: C([Li])(CC)C.C1CCCCC1.CCCCCC.[CH2:18]([O:25][C:26]1[CH:27]=[C:28]([CH:36]=[CH:37][C:38]=1[O:39][CH3:40])[C:29]([N:31]([CH2:34][CH3:35])[CH2:32][CH3:33])=[O:30])[C:19]1[CH:24]=[CH:23][CH:22]=[CH:21][CH:20]=1.CN(C)CCN(C)C.CN([CH:52]=[O:53])C.